Dataset: Full USPTO retrosynthesis dataset with 1.9M reactions from patents (1976-2016). Task: Predict the reactants needed to synthesize the given product. (1) Given the product [OH:25][C:33]1[C:34]([CH3:36])([CH3:35])[O:37][C:20](=[O:21])[C:19]=1[C:16]1[CH:15]=[CH:14][C:13]([O:12][CH2:11][C:2]2[CH:3]=[CH:4][C:5]3[C:10](=[CH:9][CH:8]=[CH:7][CH:6]=3)[N:1]=2)=[CH:18][CH:17]=1, predict the reactants needed to synthesize it. The reactants are: [N:1]1[C:10]2[C:5](=[CH:6][CH:7]=[CH:8][CH:9]=2)[CH:4]=[CH:3][C:2]=1[CH2:11][O:12][C:13]1[CH:18]=[CH:17][C:16]([CH2:19][C:20](OCC)=[O:21])=[CH:15][CH:14]=1.[OH:25]C(C)(C)C(OC)=O.[CH3:33][C:34]([O-:37])([CH3:36])[CH3:35].[K+].Cl. (2) Given the product [C:1]([NH:6][C@H:7]([C:29]([NH:31][CH2:32][CH2:33][S:34][C:35](=[O:40])[C:36]([CH3:37])([CH3:39])[CH3:38])=[O:30])[CH2:8][SH:9])(=[O:5])[CH:2]([CH3:4])[CH3:3], predict the reactants needed to synthesize it. The reactants are: [C:1]([NH:6][C@H:7]([C:29]([NH:31][CH2:32][CH2:33][S:34][C:35](=[O:40])[C:36]([CH3:39])([CH3:38])[CH3:37])=[O:30])[CH2:8][S:9]C(C1C=CC=CC=1)(C1C=CC=CC=1)C1C=CC=CC=1)(=[O:5])[CH:2]([CH3:4])[CH3:3].C(N[C@H](C(NCCSC(=O)C)=O)CS)(=O)C.C(Cl)Cl.CCOCC.C(Cl)(Cl)Cl. (3) Given the product [OH:20][CH2:17][C:18]#[C:19][C:7]1[CH:8]=[C:9]2[C:14](=[CH:15][CH:16]=1)[N:13]=[CH:12][CH:11]=[CH:10]2, predict the reactants needed to synthesize it. The reactants are: C(NCC)C.Br[C:7]1[CH:8]=[C:9]2[C:14](=[CH:15][CH:16]=1)[N:13]=[CH:12][CH:11]=[CH:10]2.[CH2:17]([OH:20])[C:18]#[CH:19].